Dataset: NCI-60 drug combinations with 297,098 pairs across 59 cell lines. Task: Regression. Given two drug SMILES strings and cell line genomic features, predict the synergy score measuring deviation from expected non-interaction effect. (1) Drug 1: CC12CCC(CC1=CCC3C2CCC4(C3CC=C4C5=CN=CC=C5)C)O. Drug 2: CC(CN1CC(=O)NC(=O)C1)N2CC(=O)NC(=O)C2. Cell line: KM12. Synergy scores: CSS=20.5, Synergy_ZIP=-9.09, Synergy_Bliss=-7.28, Synergy_Loewe=-5.76, Synergy_HSA=-4.91. (2) Drug 1: CC1=CC=C(C=C1)C2=CC(=NN2C3=CC=C(C=C3)S(=O)(=O)N)C(F)(F)F. Drug 2: CN1C2=C(C=C(C=C2)N(CCCl)CCCl)N=C1CCCC(=O)O.Cl. Cell line: SF-268. Synergy scores: CSS=-0.544, Synergy_ZIP=2.02, Synergy_Bliss=2.33, Synergy_Loewe=1.87, Synergy_HSA=-0.749. (3) Drug 1: CN(CC1=CN=C2C(=N1)C(=NC(=N2)N)N)C3=CC=C(C=C3)C(=O)NC(CCC(=O)O)C(=O)O. Drug 2: C1=NNC2=C1C(=O)NC=N2. Cell line: A549. Synergy scores: CSS=31.2, Synergy_ZIP=1.12, Synergy_Bliss=2.86, Synergy_Loewe=-53.0, Synergy_HSA=0.614. (4) Drug 1: C1C(C(OC1N2C=NC3=C2NC=NCC3O)CO)O. Drug 2: CC1CCCC2(C(O2)CC(NC(=O)CC(C(C(=O)C(C1O)C)(C)C)O)C(=CC3=CSC(=N3)C)C)C. Cell line: LOX IMVI. Synergy scores: CSS=33.1, Synergy_ZIP=2.89, Synergy_Bliss=0.00147, Synergy_Loewe=-27.0, Synergy_HSA=-2.04. (5) Drug 1: CCCCCOC(=O)NC1=NC(=O)N(C=C1F)C2C(C(C(O2)C)O)O. Drug 2: CS(=O)(=O)CCNCC1=CC=C(O1)C2=CC3=C(C=C2)N=CN=C3NC4=CC(=C(C=C4)OCC5=CC(=CC=C5)F)Cl. Cell line: HT29. Synergy scores: CSS=-0.909, Synergy_ZIP=2.33, Synergy_Bliss=2.71, Synergy_Loewe=-5.23, Synergy_HSA=-4.05. (6) Drug 1: CC1=C(N=C(N=C1N)C(CC(=O)N)NCC(C(=O)N)N)C(=O)NC(C(C2=CN=CN2)OC3C(C(C(C(O3)CO)O)O)OC4C(C(C(C(O4)CO)O)OC(=O)N)O)C(=O)NC(C)C(C(C)C(=O)NC(C(C)O)C(=O)NCCC5=NC(=CS5)C6=NC(=CS6)C(=O)NCCC[S+](C)C)O. Drug 2: CCC1(C2=C(COC1=O)C(=O)N3CC4=CC5=C(C=CC(=C5CN(C)C)O)N=C4C3=C2)O.Cl. Cell line: SN12C. Synergy scores: CSS=47.4, Synergy_ZIP=-2.08, Synergy_Bliss=-3.97, Synergy_Loewe=1.20, Synergy_HSA=1.64. (7) Drug 1: C1=C(C(=O)NC(=O)N1)F. Drug 2: CC1=C(N=C(N=C1N)C(CC(=O)N)NCC(C(=O)N)N)C(=O)NC(C(C2=CN=CN2)OC3C(C(C(C(O3)CO)O)O)OC4C(C(C(C(O4)CO)O)OC(=O)N)O)C(=O)NC(C)C(C(C)C(=O)NC(C(C)O)C(=O)NCCC5=NC(=CS5)C6=NC(=CS6)C(=O)NCCC[S+](C)C)O. Cell line: HCT116. Synergy scores: CSS=64.3, Synergy_ZIP=-0.686, Synergy_Bliss=-2.68, Synergy_Loewe=-7.20, Synergy_HSA=1.08. (8) Drug 1: CC1=C(C(=CC=C1)Cl)NC(=O)C2=CN=C(S2)NC3=CC(=NC(=N3)C)N4CCN(CC4)CCO. Synergy scores: CSS=69.2, Synergy_ZIP=1.76, Synergy_Bliss=2.98, Synergy_Loewe=-23.2, Synergy_HSA=0.589. Cell line: HL-60(TB). Drug 2: CCC1(C2=C(COC1=O)C(=O)N3CC4=CC5=C(C=CC(=C5CN(C)C)O)N=C4C3=C2)O.Cl. (9) Drug 1: CC1=C2C(C(=O)C3(C(CC4C(C3C(C(C2(C)C)(CC1OC(=O)C(C(C5=CC=CC=C5)NC(=O)OC(C)(C)C)O)O)OC(=O)C6=CC=CC=C6)(CO4)OC(=O)C)OC)C)OC. Drug 2: CC1=C(C(=O)C2=C(C1=O)N3CC4C(C3(C2COC(=O)N)OC)N4)N. Cell line: UACC62. Synergy scores: CSS=52.2, Synergy_ZIP=-2.78, Synergy_Bliss=-2.46, Synergy_Loewe=1.97, Synergy_HSA=4.12.